From a dataset of Peptide-MHC class I binding affinity with 185,985 pairs from IEDB/IMGT. Regression. Given a peptide amino acid sequence and an MHC pseudo amino acid sequence, predict their binding affinity value. This is MHC class I binding data. (1) The peptide sequence is QWNLVIGFLF. The MHC is Patr-A0701 with pseudo-sequence Patr-A0701. The binding affinity (normalized) is 0.234. (2) The peptide sequence is LPSDFFPSV. The MHC is Patr-A0701 with pseudo-sequence Patr-A0701. The binding affinity (normalized) is 0.104. (3) The peptide sequence is YRNFSFSLK. The MHC is HLA-A11:01 with pseudo-sequence HLA-A11:01. The binding affinity (normalized) is 0.0847. (4) The peptide sequence is VYFSPWFFL. The MHC is HLA-A02:01 with pseudo-sequence HLA-A02:01. The binding affinity (normalized) is 0.0847. (5) The peptide sequence is GLDLENLYA. The MHC is HLA-A02:01 with pseudo-sequence HLA-A02:01. The binding affinity (normalized) is 0.560. (6) The binding affinity (normalized) is 0.0847. The MHC is HLA-B58:01 with pseudo-sequence HLA-B58:01. The peptide sequence is AIPYFYKGK.